Task: Predict the reaction yield, written as a fraction of the theoretical maximum amount of product (1.0 means a 100% yield; for example, 0.34 means a 34% yield).. Dataset: Reaction yield outcomes from USPTO patents with 853,638 reactions (1) The reactants are Cl.[C:2]1([CH3:10])[CH:7]=[CH:6][C:5]([NH:8]N)=[CH:4][CH:3]=1.[C:11]([N:16]1[CH2:21][CH2:20][C:19](=O)[CH2:18][CH2:17]1)([O:13][CH2:14][CH3:15])=[O:12]. The catalyst is CCO. The product is [CH3:10][C:2]1[CH:7]=[CH:6][C:5]2[NH:8][C:19]3[CH2:20][CH2:21][N:16]([C:11]([O:13][CH2:14][CH3:15])=[O:12])[CH2:17][C:18]=3[C:4]=2[CH:3]=1. The yield is 0.860. (2) The reactants are [Cl:1][C:2]1[N:3]=[CH:4][NH:5][C:6]=1[Cl:7].[OH-].[K+].I[CH2:11][CH2:12][CH2:13][CH3:14].[K+].[Br-].[Br:17][CH2:18][C:19]1[CH:28]=[CH:27][C:26]2[C:21](=[CH:22][CH:23]=[CH:24][CH:25]=2)[CH:20]=1. The catalyst is C(#N)C. The product is [Br-:17].[CH2:11]([C:27]1[C:26]2[C:21](=[CH:22][CH:23]=[CH:24][CH:25]=2)[CH:20]=[C:19]([CH3:18])[C:28]=1[N+:3]1[C:2]([Cl:1])=[C:6]([Cl:7])[NH:5][CH:4]=1)[CH2:12][CH2:13][CH3:14]. The yield is 0.310. (3) No catalyst specified. The yield is 0.640. The product is [C:14]([O:18][C:19]([N:21]1[C:30]2[C:25](=[CH:26][CH:27]=[C:28]([CH2:31][CH2:32][O:33][C:34]3[CH:35]=[C:36]4[C:40](=[CH:41][CH:42]=3)[N:39]([C:6]([C:7]3[CH:12]=[CH:11][N:10]=[CH:9][CH:8]=3)=[CH:5][C:4]([O:3][CH2:1][CH3:2])=[O:13])[CH:38]=[CH:37]4)[N:29]=2)[CH2:24][CH2:23][CH2:22]1)=[O:20])([CH3:17])([CH3:15])[CH3:16]. The reactants are [CH2:1]([O:3][C:4](=[O:13])[C:5]#[C:6][C:7]1[CH:12]=[CH:11][N:10]=[CH:9][CH:8]=1)[CH3:2].[C:14]([O:18][C:19]([N:21]1[C:30]2[C:25](=[CH:26][CH:27]=[C:28]([CH2:31][CH2:32][O:33][C:34]3[CH:35]=[C:36]4[C:40](=[CH:41][CH:42]=3)[NH:39][CH:38]=[CH:37]4)[N:29]=2)[CH2:24][CH2:23][CH2:22]1)=[O:20])([CH3:17])([CH3:16])[CH3:15]. (4) The product is [CH:16]1([C:14]2[CH:13]=[CH:12][C:10]3[O:11][C:6]4[C:5](=[O:19])[NH:4][C:3]([CH2:2][N:24]5[CH2:25][CH2:26][N:21]([CH3:20])[CH2:22][CH2:23]5)=[N:8][C:7]=4[C:9]=3[CH:15]=2)[CH2:18][CH2:17]1. The reactants are Cl[CH2:2][C:3]1[NH:4][C:5](=[O:19])[C:6]2[O:11][C:10]3[CH:12]=[CH:13][C:14]([CH:16]4[CH2:18][CH2:17]4)=[CH:15][C:9]=3[C:7]=2[N:8]=1.[CH3:20][N:21]1[CH2:26][CH2:25][NH:24][CH2:23][CH2:22]1. The yield is 0.840. The catalyst is C(O)C.